From a dataset of Reaction yield outcomes from USPTO patents with 853,638 reactions. Predict the reaction yield, written as a fraction of the theoretical maximum amount of product (1.0 means a 100% yield; for example, 0.34 means a 34% yield). The reactants are [C:1]1([CH2:7][C@H:8]2[N:14]([S:15]([C:18]3[S:19][CH:20]=[CH:21][CH:22]=3)(=[O:17])=[O:16])[CH2:13][C:12]3[CH:23]=[C:24]([C:27]#[N:28])[CH:25]=[CH:26][C:11]=3[NH:10][CH2:9]2)[CH:6]=[CH:5][CH:4]=[CH:3][CH:2]=1.[NH:29]1[CH:33]=[C:32]([CH:34]=[O:35])[N:31]=[CH:30]1.FC(F)(F)C(O)=O.FC(F)(F)C(OC(=O)C(F)(F)F)=O.[BH-](OC(C)=O)(OC(C)=O)OC(C)=O.[Na+]. The catalyst is C(Cl)Cl. The product is [S:15]([OH:35])(=[O:17])(=[O:16])[CH3:18].[NH:29]1[CH:33]=[C:32]([CH2:34][N:10]2[C:11]3[CH:26]=[CH:25][C:24]([C:27]#[N:28])=[CH:23][C:12]=3[CH2:13][N:14]([S:15]([C:18]3[S:19][CH:20]=[CH:21][CH:22]=3)(=[O:17])=[O:16])[C@H:8]([CH2:7][C:1]3[CH:6]=[CH:5][CH:4]=[CH:3][CH:2]=3)[CH2:9]2)[N:31]=[CH:30]1. The yield is 0.840.